This data is from Forward reaction prediction with 1.9M reactions from USPTO patents (1976-2016). The task is: Predict the product of the given reaction. (1) Given the reactants C[O-].[Na+].[C:4]([CH2:6][C:7]([O:9][CH3:10])=[O:8])#[N:5].Cl[C:12]1[CH:17]=[C:16]([Cl:18])[CH:15]=[CH:14][C:13]=1[N+:19]([O-:21])=[O:20].Cl, predict the reaction product. The product is: [Cl:18][C:16]1[CH:15]=[CH:14][C:13]([N+:19]([O-:21])=[O:20])=[C:12]([CH:6]([C:4]#[N:5])[C:7]([O:9][CH3:10])=[O:8])[CH:17]=1. (2) Given the reactants [H-].[Na+].[S:3]1[C:7]2[CH:8]=[CH:9][CH:10]=[CH:11][C:6]=2[N:5]=[C:4]1[NH:12][C@@H:13]1[CH2:16][C@H:15](O)[CH2:14]1.F[C:19]1[C:24]([CH:25]2[CH2:30][CH2:29][O:28][CH2:27][CH2:26]2)=[CH:23][C:22]([F:31])=[CH:21][N:20]=1.[NH4+].[Cl-], predict the reaction product. The product is: [S:3]1[C:7]2[CH:8]=[CH:9][CH:10]=[CH:11][C:6]=2[N:5]=[C:4]1[NH:12][C@H:13]1[CH2:16][C@H:15]([C:19]2[C:24]([CH:25]3[CH2:26][CH2:27][O:28][CH2:29][CH2:30]3)=[CH:23][C:22]([F:31])=[CH:21][N:20]=2)[CH2:14]1.